Dataset: Drug-target binding data from BindingDB using Ki measurements. Task: Regression. Given a target protein amino acid sequence and a drug SMILES string, predict the binding affinity score between them. We predict pKi (pKi = -log10(Ki in M); higher means stronger inhibition). Dataset: bindingdb_ki. (1) The drug is CC1(C)O[C@H]2[C@H](Cn3cc(CCCCC[C@@H]4SC[C@@H]5NC(=O)N[C@H]45)nn3)O[C@H](n3cnc4c(N)ncnc43)[C@H]2O1. The target protein sequence is MSKYSQDVLQLLYKNKPNYISGQSIAESLNISRTAVKKVIDQLKLEGCKIDSVNHKGHLLQQLPDIWYQGIIDQYTKSSALFDFSEVYDSIDSTQLAAKKSLVGNQSSFFILSDEQTKGRGRFNRHWSSSKGQGLWMSVVLRPNVAFSMISKFNLFIALGIRDAIQHFSQDEVKVKWPNDIYIDNGKVCGFLTEMVANNDGIEAIICGIGINLTQQLENFDESIRHRATSIQLHDKNKLDRYQFLERLLQEIEKRYNQFLTLPFSEIREEYIAASNIWNRTLLFTENDKQFKGQAIDLDYDGYLIVRDEAGESHRLISADIDF. The pKi is 5.7. (2) The drug is NC(=O)[C@H](CCC(=O)O)NC(=O)[C@H](CCC(=O)O)NC(=O)CCc1ccc(-c2cccc(Cl)c2)cc1. The target protein sequence is MSPAPRPSRCLLLPLLTLGT. The pKi is 5.0.